This data is from Experimental lipophilicity measurements (octanol/water distribution) for 4,200 compounds from AstraZeneca. The task is: Regression/Classification. Given a drug SMILES string, predict its absorption, distribution, metabolism, or excretion properties. Task type varies by dataset: regression for continuous measurements (e.g., permeability, clearance, half-life) or binary classification for categorical outcomes (e.g., BBB penetration, CYP inhibition). For this dataset (lipophilicity_astrazeneca), we predict Y. The compound is CCN(C(=O)Cc1ccc(S(C)(=O)=O)cc1)C1CCN(CC[C@@H](c2ccccc2)C2CCN(S(=O)(=O)C(F)(F)F)CC2)CC1. The Y is 3.39 logD.